Dataset: Reaction yield outcomes from USPTO patents with 853,638 reactions. Task: Predict the reaction yield, written as a fraction of the theoretical maximum amount of product (1.0 means a 100% yield; for example, 0.34 means a 34% yield). The product is [CH2:17]([N:1]([CH2:2][CH2:3][CH2:4][CH2:5][CH2:6][C:7]#[N:8])[CH2:9][CH2:10][CH2:11][CH2:12][CH2:13][C:14]#[N:15])[CH2:18][CH3:19]. The yield is 0.810. The catalyst is C(OC)(C)(C)C.O.O1CCCC1. The reactants are [NH:1]([CH2:9][CH2:10][CH2:11][CH2:12][CH2:13][C:14]#[N:15])[CH2:2][CH2:3][CH2:4][CH2:5][CH2:6][C:7]#[N:8].I[CH2:17][CH2:18][CH3:19].C(=O)([O-])[O-].[K+].[K+].[N+](C1C=CC(C(Cl)=O)=CC=1)([O-])=O.